This data is from Full USPTO retrosynthesis dataset with 1.9M reactions from patents (1976-2016). The task is: Predict the reactants needed to synthesize the given product. (1) Given the product [C:1]1([C:7]2[C:11]([C:12]3[CH:13]=[CH:14][CH:15]=[CH:16][CH:17]=3)=[C:10]([S:18][CH2:20][CH2:21][O:22][CH:23]3[CH2:28][CH2:27][CH2:26][CH2:25][O:24]3)[NH:9][N:8]=2)[CH:2]=[CH:3][CH:4]=[CH:5][CH:6]=1, predict the reactants needed to synthesize it. The reactants are: [C:1]1([C:7]2[C:11]([C:12]3[CH:17]=[CH:16][CH:15]=[CH:14][CH:13]=3)=[C:10]([SH:18])[NH:9][N:8]=2)[CH:6]=[CH:5][CH:4]=[CH:3][CH:2]=1.Br[CH2:20][CH2:21][O:22][CH:23]1[CH2:28][CH2:27][CH2:26][CH2:25][O:24]1.C([O-])([O-])=O.[K+].[K+]. (2) Given the product [CH2:24]([N:26]1[CH2:31][CH2:30][N:29]([CH:18]([C:17]2[CH:20]=[CH:21][C:14]([C:13]([F:23])([F:22])[F:12])=[CH:15][CH:16]=2)[C:7]2[CH:8]=[CH:9][C:10]3[CH:1]=[N:2][CH:3]=[CH:4][C:5]=3[C:6]=2[OH:11])[CH2:28][CH2:27]1)[CH3:25], predict the reactants needed to synthesize it. The reactants are: [CH:1]1[C:10]2[CH:9]=[CH:8][CH:7]=[C:6]([OH:11])[C:5]=2[CH:4]=[CH:3][N:2]=1.[F:12][C:13]([F:23])([F:22])[C:14]1[CH:21]=[CH:20][C:17]([CH:18]=O)=[CH:16][CH:15]=1.[CH2:24]([N:26]1[CH2:31][CH2:30][NH:29][CH2:28][CH2:27]1)[CH3:25].